Dataset: Forward reaction prediction with 1.9M reactions from USPTO patents (1976-2016). Task: Predict the product of the given reaction. Given the reactants [N:1]1[CH:6]=[CH:5][C:4]([N:7]2[CH2:12][CH2:11][CH:10]([CH2:13][O:14][C:15]3[CH:24]=[C:23]4[C:18]([CH2:19][CH2:20][NH:21][CH2:22]4)=[CH:17][CH:16]=3)[CH2:9][CH2:8]2)=[CH:3][CH:2]=1.[C:25]1([N:31]=[C:32]=[S:33])[CH:30]=[CH:29][CH:28]=[CH:27][CH:26]=1, predict the reaction product. The product is: [C:25]1([NH:31][C:32]([N:21]2[CH2:20][CH2:19][C:18]3[C:23](=[CH:24][C:15]([O:14][CH2:13][CH:10]4[CH2:9][CH2:8][N:7]([C:4]5[CH:5]=[CH:6][N:1]=[CH:2][CH:3]=5)[CH2:12][CH2:11]4)=[CH:16][CH:17]=3)[CH2:22]2)=[S:33])[CH:30]=[CH:29][CH:28]=[CH:27][CH:26]=1.